From a dataset of Forward reaction prediction with 1.9M reactions from USPTO patents (1976-2016). Predict the product of the given reaction. (1) Given the reactants [Cl-].[F:2][C:3]1[CH:10]=[CH:9][CH:8]=[CH:7][C:4]=1[CH2:5][Zn+].[CH:11]1([C:17](Cl)=[O:18])[CH2:16][CH2:15][CH2:14][CH2:13][CH2:12]1, predict the reaction product. The product is: [CH:11]1([C:17](=[O:18])[CH2:5][C:4]2[CH:7]=[CH:8][CH:9]=[CH:10][C:3]=2[F:2])[CH2:16][CH2:15][CH2:14][CH2:13][CH2:12]1. (2) Given the reactants Br[C:2]1[CH:7]=[CH:6][CH:5]=[CH:4][C:3]=1[CH2:8][CH2:9][O:10]COC.Cl[C:15]1[CH:16]=[C:17]([B:21]2C3C=CC(F)=CC=3CO2)[CH:18]=[CH:19][CH:20]=1, predict the reaction product. The product is: [C:17]1([B:21]2[C:2]3[CH:7]=[CH:6][CH:5]=[CH:4][C:3]=3[CH2:8][CH2:9][O:10]2)[CH:18]=[CH:19][CH:20]=[CH:15][CH:16]=1. (3) Given the reactants [I:1][C:2]1[CH:7]=[CH:6][N:5]=[C:4]([O:8][CH3:9])[C:3]=1[C:10]1[NH:11][C:12]([C:16]([O:18]C(C)(C)C)=[O:17])=[C:13]([CH3:15])[N:14]=1.FC(F)(F)C(O)=O, predict the reaction product. The product is: [I:1][C:2]1[CH:7]=[CH:6][N:5]=[C:4]([O:8][CH3:9])[C:3]=1[C:10]1[NH:11][C:12]([C:16]([OH:18])=[O:17])=[C:13]([CH3:15])[N:14]=1.